The task is: Predict the product of the given reaction.. This data is from Forward reaction prediction with 1.9M reactions from USPTO patents (1976-2016). (1) Given the reactants [C:1]([C:5]1[CH:6]=[C:7]([CH2:16][NH:17][C:18]2[CH:23]=[CH:22][C:21]([CH:24]([CH3:26])[CH3:25])=[CH:20][CH:19]=2)[CH:8]=[C:9]([C:12]([CH3:15])([CH3:14])[CH3:13])[C:10]=1[OH:11])([CH3:4])([CH3:3])[CH3:2].[CH:27]([C:30]1[CH:35]=[CH:34][CH:33]=[C:32]([CH:36]([CH3:38])[CH3:37])[C:31]=1[N:39]=[C:40]=[O:41])([CH3:29])[CH3:28], predict the reaction product. The product is: [C:1]([C:5]1[CH:6]=[C:7]([CH2:16][N:17]([C:18]2[CH:23]=[CH:22][C:21]([CH:24]([CH3:26])[CH3:25])=[CH:20][CH:19]=2)[C:40]([NH:39][C:31]2[C:30]([CH:27]([CH3:28])[CH3:29])=[CH:35][CH:34]=[CH:33][C:32]=2[CH:36]([CH3:38])[CH3:37])=[O:41])[CH:8]=[C:9]([C:12]([CH3:15])([CH3:14])[CH3:13])[C:10]=1[OH:11])([CH3:2])([CH3:3])[CH3:4]. (2) Given the reactants [NH:1]1[CH2:6][CH:5]=[C:4]([C:7]2[C:8]3[O:15][C:14]([CH:16]=[O:17])=[CH:13][C:9]=3[CH:10]=[N:11][CH:12]=2)[CH2:3][CH2:2]1.C(N(CC)CC)C.[CH3:25][N:26]([CH3:31])[S:27](Cl)(=[O:29])=[O:28].C(=O)(O)[O-].[Na+], predict the reaction product. The product is: [CH:16]([C:14]1[O:15][C:8]2[C:7]([C:4]3[CH2:3][CH2:2][N:1]([S:27]([N:26]([CH3:31])[CH3:25])(=[O:29])=[O:28])[CH2:6][CH:5]=3)=[CH:12][N:11]=[CH:10][C:9]=2[CH:13]=1)=[O:17].